This data is from Catalyst prediction with 721,799 reactions and 888 catalyst types from USPTO. The task is: Predict which catalyst facilitates the given reaction. (1) Reactant: S([O-])([O-])(=O)=O.[C:6]([C:11]1[CH:16]=[CH:15][C:14]([I+:17][C:18]2[CH:23]=[CH:22][C:21]([C:24]([CH2:27][CH3:28])([CH3:26])[CH3:25])=[CH:20][CH:19]=2)=[CH:13][CH:12]=1)([CH2:9][CH3:10])([CH3:8])[CH3:7].[C:24]([C:21]1[CH:22]=[CH:23][C:18]([I+:17][C:14]2[CH:15]=[CH:16][C:11]([C:6]([CH2:9][CH3:10])([CH3:8])[CH3:7])=[CH:12][CH:13]=2)=[CH:19][CH:20]=1)([CH2:27][CH3:28])([CH3:26])[CH3:25].[C:52]([O-:55])(=[O:54])[CH3:53].[NH4+].[NH4+].[NH4+].[NH4+].[C:52]([O-:55])(=[O:54])[CH3:53].[C:52]([O-:55])(=[O:54])[CH3:53].[C:52]([O-:55])(=[O:54])[CH3:53]. Product: [C:52]([O-:55])(=[O:54])[CH3:53].[C:24]([C:21]1[CH:22]=[CH:23][C:18]([I+:17][C:14]2[CH:15]=[CH:16][C:11]([C:6]([CH2:9][CH3:10])([CH3:8])[CH3:7])=[CH:12][CH:13]=2)=[CH:19][CH:20]=1)([CH2:27][CH3:28])([CH3:26])[CH3:25]. The catalyst class is: 6. (2) Reactant: [C:1]([N:5]1[CH2:10][CH2:9][N:8]([C:11]2[C:20]3[C:15](=[CH:16][C:17]([Cl:28])=[C:18]([C:21]4[CH:26]=[CH:25][C:24]([Cl:27])=[CH:23][CH:22]=4)[CH:19]=3)[N:14]=[CH:13][N:12]=2)[CH2:7][C@H:6]1[C:29]([NH2:31])=O)(=[O:4])[CH:2]=[CH2:3].CCN(CC)CC.FC(F)(F)C(OC(=O)C(F)(F)F)=O. Product: [C:1]([N:5]1[CH2:10][CH2:9][N:8]([C:11]2[C:20]3[C:15](=[CH:16][C:17]([Cl:28])=[C:18]([C:21]4[CH:26]=[CH:25][C:24]([Cl:27])=[CH:23][CH:22]=4)[CH:19]=3)[N:14]=[CH:13][N:12]=2)[CH2:7][C@H:6]1[C:29]#[N:31])(=[O:4])[CH:2]=[CH2:3]. The catalyst class is: 2. (3) Reactant: [NH:1]1[CH2:6][CH2:5][CH2:4][CH2:3][CH2:2]1.N([C:16]([O:18][CH2:19][CH:20]1[C:32]2[C:27](=[CH:28][CH:29]=[CH:30][CH:31]=2)[C:26]2[C:21]1=[CH:22][CH:23]=[CH:24][CH:25]=2)=[O:17])[C@H](C=O)CCS(C)=O.C1C=CC2N(O)N=NC=2C=1.CC(C)N=C=NC(C)C. Product: [C:16]([N:1]1[CH2:6][CH2:5][CH2:4][CH2:3][CH2:2]1)([O:18][CH2:19][CH:20]1[C:21]2[C:26](=[CH:25][CH:24]=[CH:23][CH:22]=2)[C:27]2[C:32]1=[CH:31][CH:30]=[CH:29][CH:28]=2)=[O:17]. The catalyst class is: 239. (4) Reactant: [CH2:1]([N:8]1[CH:12]=[C:11]([C:13]2[C:14]([C:43]([O:45]C(C)(C)C)=[O:44])=[N:15][C:16]([N:19]3[CH2:28][CH2:27][C:26]4[C:21](=[C:22]([C:29](=[O:42])[NH:30][C:31]5[S:32][C:33]6[CH:39]=[C:38]([F:40])[C:37]([F:41])=[CH:36][C:34]=6[N:35]=5)[CH:23]=[CH:24][CH:25]=4)[CH2:20]3)=[CH:17][CH:18]=2)[CH:10]=[N:9]1)[C:2]1[CH:7]=[CH:6][CH:5]=[CH:4][CH:3]=1.C(O)(C(F)(F)F)=O. Product: [CH2:1]([N:8]1[CH:12]=[C:11]([C:13]2[C:14]([C:43]([OH:45])=[O:44])=[N:15][C:16]([N:19]3[CH2:28][CH2:27][C:26]4[C:21](=[C:22]([C:29](=[O:42])[NH:30][C:31]5[S:32][C:33]6[CH:39]=[C:38]([F:40])[C:37]([F:41])=[CH:36][C:34]=6[N:35]=5)[CH:23]=[CH:24][CH:25]=4)[CH2:20]3)=[CH:17][CH:18]=2)[CH:10]=[N:9]1)[C:2]1[CH:7]=[CH:6][CH:5]=[CH:4][CH:3]=1. The catalyst class is: 4. (5) Reactant: [O:1]=[C:2]1[CH2:7][C:6](=O)[CH2:5][CH2:4][N:3]1[C:9]([O:11][C:12]([CH3:15])([CH3:14])[CH3:13])=[O:10].[F:16][C:17]([F:26])([F:25])[C:18]1[CH:19]=[C:20]([CH:22]=[CH:23][CH:24]=1)[NH2:21].FC(F)(F)S([O-])(=O)=O.[Yb+3].FC(F)(F)S([O-])(=O)=O.FC(F)(F)S([O-])(=O)=O. Product: [O:1]=[C:2]1[CH:7]=[C:6]([NH:21][C:20]2[CH:22]=[CH:23][CH:24]=[C:18]([C:17]([F:16])([F:25])[F:26])[CH:19]=2)[CH2:5][CH2:4][N:3]1[C:9]([O:11][C:12]([CH3:15])([CH3:14])[CH3:13])=[O:10]. The catalyst class is: 11. (6) Reactant: [CH2:1]([N:3]1[C:12]2[C:7](=[CH:8][CH:9]=[C:10]([O:23][CH2:24][C:25]3[CH:30]=[CH:29][C:28]([O:31][CH3:32])=[CH:27][CH:26]=3)[C:11]=2[O:13][CH2:14][C:15]2[CH:20]=[CH:19][C:18]([O:21][CH3:22])=[CH:17][CH:16]=2)[C:6](=[O:33])[C:5]([CH2:34][OH:35])=[CH:4]1)[CH3:2]. Product: [CH2:1]([N:3]1[C:12]2[C:7](=[CH:8][CH:9]=[C:10]([O:23][CH2:24][C:25]3[CH:26]=[CH:27][C:28]([O:31][CH3:32])=[CH:29][CH:30]=3)[C:11]=2[O:13][CH2:14][C:15]2[CH:16]=[CH:17][C:18]([O:21][CH3:22])=[CH:19][CH:20]=2)[C:6](=[O:33])[C:5]([CH:34]=[O:35])=[CH:4]1)[CH3:2]. The catalyst class is: 327.